Dataset: Catalyst prediction with 721,799 reactions and 888 catalyst types from USPTO. Task: Predict which catalyst facilitates the given reaction. (1) Reactant: C[O:2][C:3](=[O:28])[CH2:4][O:5][C:6]1[CH:11]=[CH:10][C:9]([C:12]#[C:13][CH2:14][NH:15][C@@H:16]([C:18]2[C:27]3[C:22](=[CH:23][CH:24]=[CH:25][CH:26]=3)[CH:21]=[CH:20][CH:19]=2)[CH3:17])=[CH:8][CH:7]=1.[OH-].[Na+]. Product: [C:18]1([C@H:16]([NH:15][CH2:14][CH2:13][CH2:12][C:9]2[CH:8]=[CH:7][C:6]([O:5][CH2:4][C:3]([OH:28])=[O:2])=[CH:11][CH:10]=2)[CH3:17])[C:27]2[C:22](=[CH:23][CH:24]=[CH:25][CH:26]=2)[CH:21]=[CH:20][CH:19]=1. The catalyst class is: 5. (2) Reactant: [CH3:1][C:2]1([CH3:20])[O:7][CH2:6][CH:5]([NH:8][C:9]2[C:14]([N+:15]([O-])=O)=[CH:13][CH:12]=[C:11]([O:18][CH3:19])[N:10]=2)[CH2:4][O:3]1.[H][H]. Product: [CH3:1][C:2]1([CH3:20])[O:7][CH2:6][CH:5]([NH:8][C:9]2[C:14]([NH2:15])=[CH:13][CH:12]=[C:11]([O:18][CH3:19])[N:10]=2)[CH2:4][O:3]1. The catalyst class is: 505. (3) Reactant: [CH2:1]([C:3]1[CH:8]=[C:7]([OH:9])[CH:6]=[CH:5][C:4]=1[CH:10]1[C:15](=[O:16])[C:14]([CH3:18])([CH3:17])[O:13][C:12]([CH3:20])([CH3:19])[C:11]1=[O:21])[CH3:2].F[C:23]1[CH:28]=[CH:27][C:26]([C:29]([F:32])([F:31])[F:30])=[CH:25][N:24]=1.C(=O)([O-])[O-].[K+].[K+].Cl. Product: [F:30][C:29]([F:32])([F:31])[C:26]1[CH:27]=[CH:28][C:23]([O:9][C:7]2[CH:6]=[CH:5][C:4]([CH:10]3[C:15](=[O:16])[C:14]([CH3:18])([CH3:17])[O:13][C:12]([CH3:20])([CH3:19])[C:11]3=[O:21])=[C:3]([CH2:1][CH3:2])[CH:8]=2)=[N:24][CH:25]=1. The catalyst class is: 204. (4) Reactant: C[O:2][C:3]([C:5]1[CH:14]=[C:13]([O:15][CH2:16][C:17](=[O:34])[NH:18][C:19]2[CH:24]=[CH:23][C:22]([O:25][CH2:26][C:27]([O:29]C(C)(C)C)=[O:28])=[CH:21][CH:20]=2)[C:12]2[C:7](=[CH:8][C:9]([Cl:36])=[CH:10][C:11]=2[Cl:35])[CH:6]=1)=[O:4].[Li+].[OH-].C(O)(C(F)(F)F)=O. Product: [C:27]([CH2:26][O:25][C:22]1[CH:21]=[CH:20][C:19]([NH:18][C:17]([CH2:16][O:15][C:13]2[C:12]3[C:7](=[CH:8][C:9]([Cl:36])=[CH:10][C:11]=3[Cl:35])[CH:6]=[C:5]([C:3]([OH:4])=[O:2])[CH:14]=2)=[O:34])=[CH:24][CH:23]=1)([OH:29])=[O:28]. The catalyst class is: 2.